This data is from Catalyst prediction with 721,799 reactions and 888 catalyst types from USPTO. The task is: Predict which catalyst facilitates the given reaction. (1) Reactant: [F:1][C:2]1[CH:7]=[CH:6][C:5]([N:8]2[CH2:12][C:11]([CH3:16])([C:13]([OH:15])=O)[NH:10][C:9]2=[O:17])=[CH:4][CH:3]=1.C(Cl)(=O)C(Cl)=O.[NH2:24][C:25]1[CH:32]=[CH:31][C:28]([C:29]#[N:30])=[C:27]([C:33]([F:36])([F:35])[F:34])[CH:26]=1.C(N(CC)CC)C. Product: [C:29]([C:28]1[CH:31]=[CH:32][C:25]([NH:24][C:13]([C:11]2([CH3:16])[CH2:12][N:8]([C:5]3[CH:4]=[CH:3][C:2]([F:1])=[CH:7][CH:6]=3)[C:9](=[O:17])[NH:10]2)=[O:15])=[CH:26][C:27]=1[C:33]([F:34])([F:35])[F:36])#[N:30]. The catalyst class is: 59. (2) Reactant: C([O:3][C:4](=[O:26])[C:5]1[CH:10]=[CH:9][CH:8]=[C:7]([C:11]2[CH:12]=[CH:13][C:14]3[O:18][N:17]=[C:16]([NH:19][CH2:20][C:21]([CH3:24])([CH3:23])[CH3:22])[C:15]=3[CH:25]=2)[CH:6]=1)C.[Li+].[OH-]. Product: [CH2:20]([NH:19][C:16]1[C:15]2[CH:25]=[C:11]([C:7]3[CH:6]=[C:5]([CH:10]=[CH:9][CH:8]=3)[C:4]([OH:26])=[O:3])[CH:12]=[CH:13][C:14]=2[O:18][N:17]=1)[C:21]([CH3:24])([CH3:23])[CH3:22]. The catalyst class is: 5.